Task: Regression. Given two drug SMILES strings and cell line genomic features, predict the synergy score measuring deviation from expected non-interaction effect.. Dataset: NCI-60 drug combinations with 297,098 pairs across 59 cell lines (1) Drug 1: COC1=NC(=NC2=C1N=CN2C3C(C(C(O3)CO)O)O)N. Drug 2: CCCCCOC(=O)NC1=NC(=O)N(C=C1F)C2C(C(C(O2)C)O)O. Cell line: RXF 393. Synergy scores: CSS=-5.55, Synergy_ZIP=-1.80, Synergy_Bliss=-9.71, Synergy_Loewe=-7.36, Synergy_HSA=-11.7. (2) Drug 2: CNC(=O)C1=CC=CC=C1SC2=CC3=C(C=C2)C(=NN3)C=CC4=CC=CC=N4. Drug 1: CC12CCC(CC1=CCC3C2CCC4(C3CC=C4C5=CN=CC=C5)C)O. Cell line: KM12. Synergy scores: CSS=29.4, Synergy_ZIP=-1.99, Synergy_Bliss=4.35, Synergy_Loewe=2.47, Synergy_HSA=4.85. (3) Drug 1: C1=NC2=C(N=C(N=C2N1C3C(C(C(O3)CO)O)O)F)N. Drug 2: C1C(C(OC1N2C=NC3=C2NC=NCC3O)CO)O. Cell line: MDA-MB-435. Synergy scores: CSS=6.35, Synergy_ZIP=-0.897, Synergy_Bliss=-1.93, Synergy_Loewe=0.213, Synergy_HSA=-1.21. (4) Drug 1: CN1C(=O)N2C=NC(=C2N=N1)C(=O)N. Drug 2: CC1C(C(CC(O1)OC2CC(CC3=C2C(=C4C(=C3O)C(=O)C5=CC=CC=C5C4=O)O)(C(=O)C)O)N)O. Cell line: NCI-H322M. Synergy scores: CSS=35.7, Synergy_ZIP=-6.50, Synergy_Bliss=-4.03, Synergy_Loewe=-24.0, Synergy_HSA=-4.07. (5) Drug 1: CCCCCOC(=O)NC1=NC(=O)N(C=C1F)C2C(C(C(O2)C)O)O. Drug 2: C1=NC2=C(N=C(N=C2N1C3C(C(C(O3)CO)O)F)Cl)N. Cell line: LOX IMVI. Synergy scores: CSS=-8.63, Synergy_ZIP=2.75, Synergy_Bliss=-3.65, Synergy_Loewe=-2.93, Synergy_HSA=-8.48. (6) Drug 1: C1CCC(C1)C(CC#N)N2C=C(C=N2)C3=C4C=CNC4=NC=N3. Drug 2: C1=CC=C(C(=C1)C(C2=CC=C(C=C2)Cl)C(Cl)Cl)Cl. Cell line: HOP-62. Synergy scores: CSS=1.94, Synergy_ZIP=0.759, Synergy_Bliss=4.01, Synergy_Loewe=1.52, Synergy_HSA=1.78. (7) Drug 1: CC1C(C(CC(O1)OC2CC(CC3=C2C(=C4C(=C3O)C(=O)C5=C(C4=O)C(=CC=C5)OC)O)(C(=O)CO)O)N)O.Cl. Drug 2: CC1OCC2C(O1)C(C(C(O2)OC3C4COC(=O)C4C(C5=CC6=C(C=C35)OCO6)C7=CC(=C(C(=C7)OC)O)OC)O)O. Cell line: UACC-257. Synergy scores: CSS=9.38, Synergy_ZIP=-0.279, Synergy_Bliss=1.90, Synergy_Loewe=-0.119, Synergy_HSA=1.86.